This data is from Full USPTO retrosynthesis dataset with 1.9M reactions from patents (1976-2016). The task is: Predict the reactants needed to synthesize the given product. (1) Given the product [Cl:1][C:2]1[CH:7]=[C:6]2[NH:8][C:9](=[O:40])[C:10]3([CH:15]([C:16]4[C:17]([O:23][C:24]([C:27]([OH:29])=[O:28])([CH3:25])[CH3:26])=[N:18][CH:19]=[C:20]([Cl:22])[CH:21]=4)[CH2:14][C:13](=[O:31])[NH:12][CH:11]3[C:32]3[CH:37]=[C:36]([F:38])[CH:35]=[CH:34][C:33]=3[CH3:39])[C:5]2=[CH:4][CH:3]=1, predict the reactants needed to synthesize it. The reactants are: [Cl:1][C:2]1[CH:7]=[C:6]2[NH:8][C:9](=[O:40])[C:10]3([CH:15]([C:16]4[C:17]([O:23][C:24]([C:27]([O:29]C)=[O:28])([CH3:26])[CH3:25])=[N:18][CH:19]=[C:20]([Cl:22])[CH:21]=4)[CH2:14][C:13](=[O:31])[NH:12][CH:11]3[C:32]3[CH:37]=[C:36]([F:38])[CH:35]=[CH:34][C:33]=3[CH3:39])[C:5]2=[CH:4][CH:3]=1.O[Li].O.O.Cl. (2) Given the product [NH2:21][CH:10]([CH2:9][C:1]12[CH2:2][CH2:3][CH:4]([CH2:5][CH2:6]1)[CH2:7][CH2:8]2)[CH2:11][N:12]([CH3:20])[C:13](=[O:14])[O:15][C:16]([CH3:18])([CH3:19])[CH3:17], predict the reactants needed to synthesize it. The reactants are: [C:1]12([CH2:9][CH:10]([NH:21]C(=O)OCC3C=CC=CC=3)[CH2:11][N:12]([CH3:20])[C:13]([O:15][C:16]([CH3:19])([CH3:18])[CH3:17])=[O:14])[CH2:8][CH2:7][CH:4]([CH2:5][CH2:6]1)[CH2:3][CH2:2]2. (3) Given the product [C:1]([O:5][C:6](=[O:16])[NH:7][C@H:8]1[CH2:13][CH2:12][C@@H:11]([CH2:14][NH:48][C:49]([O:51][CH2:52][C:30]2[CH:31]=[CH:32][CH:33]=[CH:34][CH:35]=2)=[O:50])[CH2:10][CH2:9]1)([CH3:4])([CH3:3])[CH3:2], predict the reactants needed to synthesize it. The reactants are: [C:1]([O:5][C:6](=[O:16])[NH:7][C@H:8]1[CH2:13][CH2:12][C@@H:11]([CH2:14]O)[CH2:10][CH2:9]1)([CH3:4])([CH3:3])[CH3:2].[C:30]1(P([C:30]2[CH:35]=[CH:34][CH:33]=[CH:32][CH:31]=2)[C:30]2[CH:35]=[CH:34][CH:33]=[CH:32][CH:31]=2)[CH:35]=[CH:34][CH:33]=[CH:32][CH:31]=1.C1(=O)NC(=O)C2=CC=CC=C12.[N:48]([C:49]([O:51][CH2:52]C)=[O:50])=[N:48][C:49]([O:51][CH2:52]C)=[O:50].O.NN. (4) Given the product [C:1]([O:5][C:6](=[O:34])[C:7]1[CH:12]=[CH:11][C:10]([CH2:13][C@H:14]([C:18]2[CH:19]=[CH:20][C:21]([C@H:24]3[CH2:25][CH2:26][C@@H:27]([C:30]([CH3:33])([CH3:32])[CH3:31])[CH2:28][CH2:29]3)=[CH:22][CH:23]=2)[C:15]([OH:17])=[O:16])=[CH:9][CH:8]=1)([CH3:4])([CH3:3])[CH3:2], predict the reactants needed to synthesize it. The reactants are: [C:1]([O:5][C:6](=[O:34])[C:7]1[CH:12]=[CH:11][C:10]([CH2:13][C@H:14]([C:18]2[CH:23]=[CH:22][C:21]([C:24]3[CH2:29][CH2:28][CH:27]([C:30]([CH3:33])([CH3:32])[CH3:31])[CH2:26][CH:25]=3)=[CH:20][CH:19]=2)[C:15]([OH:17])=[O:16])=[CH:9][CH:8]=1)([CH3:4])([CH3:3])[CH3:2].[H][H]. (5) Given the product [ClH:34].[CH3:1][N:2]1[C:6]([C:7]2[C:8]3[C:12]([CH:13]=[CH:14][CH:15]=2)=[N:11][N:10]2[C:16]([CH:21]4[CH2:26][CH2:25][NH:24][CH2:23][CH2:22]4)=[CH:17][C:18](=[O:20])[NH:19][C:9]=32)=[CH:5][CH:4]=[N:3]1, predict the reactants needed to synthesize it. The reactants are: [CH3:1][N:2]1[C:6]([C:7]2[C:8]3[C:12]([CH:13]=[CH:14][CH:15]=2)=[N:11][N:10]2[C:16]([CH:21]4[CH2:26][CH2:25][N:24](C(OC(C)(C)C)=O)[CH2:23][CH2:22]4)=[CH:17][C:18](=[O:20])[NH:19][C:9]=32)=[CH:5][CH:4]=[N:3]1.[ClH:34]. (6) Given the product [CH3:1][O:2][C:3]1[CH:4]=[C:5]([CH:31]=[CH:32][C:33]=1[O:34][CH3:35])[CH2:6][CH:7]1[C:16]2[C:11](=[C:12]([O:18][CH3:19])[CH:13]=[CH:14][C:15]=2[O:17][CH:36]([CH3:38])[CH3:37])[CH2:10][CH2:9][N:8]1[CH2:20][C:21]([NH:23][CH2:24][C:25]1[CH:30]=[CH:29][CH:28]=[CH:27][N:26]=1)=[O:22], predict the reactants needed to synthesize it. The reactants are: [CH3:1][O:2][C:3]1[CH:4]=[C:5]([CH:31]=[CH:32][C:33]=1[O:34][CH3:35])[CH2:6][CH:7]1[C:16]2[C:11](=[C:12]([O:18][CH3:19])[CH:13]=[CH:14][C:15]=2[OH:17])[CH2:10][CH2:9][N:8]1[CH2:20][C:21]([NH:23][CH2:24][C:25]1[CH:30]=[CH:29][CH:28]=[CH:27][N:26]=1)=[O:22].[CH:36](Br)([CH3:38])[CH3:37]. (7) Given the product [NH2:23][C:11]1[CH:10]=[C:9]([C:7]([C:6]2[S:5][C:4]([NH:26][C:27]3[CH:32]=[CH:31][C:30]([N:33]4[CH2:38][CH2:37][N:36]([CH3:39])[CH2:35][CH2:34]4)=[CH:29][CH:28]=3)=[N:3][C:2]=2[NH2:1])=[O:8])[CH:14]=[CH:13][C:12]=1[NH:15][C@@H:16]([CH2:21][OH:22])[CH2:17][CH:18]([CH3:19])[CH3:20], predict the reactants needed to synthesize it. The reactants are: [NH2:1][C:2]1[N:3]=[C:4]([NH:26][C:27]2[CH:32]=[CH:31][C:30]([N:33]3[CH2:38][CH2:37][N:36]([CH3:39])[CH2:35][CH2:34]3)=[CH:29][CH:28]=2)[S:5][C:6]=1[C:7]([C:9]1[CH:14]=[CH:13][C:12]([NH:15][C@@H:16]([CH2:21][OH:22])[CH2:17][CH:18]([CH3:20])[CH3:19])=[C:11]([N+:23]([O-])=O)[CH:10]=1)=[O:8].NN.CC(O)C. (8) Given the product [CH2:1]([O:3][C:4](=[O:23])[C:5]([NH2:8])([CH2:6][CH3:7])[CH2:11][C:12]1[C:20]2[C:15](=[CH:16][CH:17]=[C:18]([O:21][CH3:22])[CH:19]=2)[NH:14][CH:13]=1)[CH3:2], predict the reactants needed to synthesize it. The reactants are: [CH2:1]([O:3][C:4](=[O:23])[C:5]([CH2:11][C:12]1[C:20]2[C:15](=[CH:16][CH:17]=[C:18]([O:21][CH3:22])[CH:19]=2)[NH:14][CH:13]=1)([N+:8]([O-])=O)[CH2:6][CH3:7])[CH3:2]. (9) Given the product [C:43]([OH:46])(=[O:45])[CH2:44][CH2:4][CH2:5][CH2:6][CH2:7][CH2:8][CH2:9]/[CH:10]=[CH:11]\[CH:12]=[CH:13]\[CH:14]=[CH:15]/[CH2:16][CH2:17][CH2:22][CH3:21], predict the reactants needed to synthesize it. The reactants are: CC[N+]1[C:16]([C:17]2C=CC=[CH:21][CH:22]=2)=[C:15]2[C:10]([CH:11]=[CH:12][C:13](N)=[CH:14]2)=[C:9]2[C:4]=1[CH:5]=[C:6](N)[CH:7]=[CH:8]2.[Br-].C1(O)C=CC=CC=1.C(Cl)(Cl)Cl.C(O)CC(C)C.[C:43]([O-:46])(=[O:45])[CH3:44].[Na+].CC1(C)S[C@@H]2[C@H](NC([C@H](N)C3C=CC=CC=3)=O)C(=O)N2[C@H]1C(O)=O.C1C2NC=C(O[C@@H]3O[C@H](CO)[C@H](O)[C@H](O)[C@H]3O)C=2C(Cl)=C(Br)C=1.